Dataset: Full USPTO retrosynthesis dataset with 1.9M reactions from patents (1976-2016). Task: Predict the reactants needed to synthesize the given product. (1) Given the product [CH2:1]([CH:3]([CH2:18][CH2:19][CH2:20][CH3:21])[CH2:4][O:5][P:6]([O-:17])([O:8][CH2:9][CH:10]([CH2:15][CH3:16])[CH2:11][CH2:12][CH2:13][CH3:14])=[O:7])[CH3:2].[CH2:23]([N+:27]1[CH:31]=[CH:30][N:29]([CH2:32][CH2:33][CH2:34][CH2:35][CH2:36][CH3:37])[CH:28]=1)[CH2:24][CH2:25][CH3:26], predict the reactants needed to synthesize it. The reactants are: [CH2:1]([CH:3]([CH2:18][CH2:19][CH2:20][CH3:21])[CH2:4][O:5][P:6]([O-:17])([O:8][CH2:9][CH:10]([CH2:15][CH3:16])[CH2:11][CH2:12][CH2:13][CH3:14])=[O:7])[CH3:2].[Cl-].[CH2:23]([N+:27]1[CH:31]=[CH:30][N:29]([CH2:32][CH2:33][CH2:34][CH2:35][CH2:36][CH3:37])[CH:28]=1)[CH2:24][CH2:25][CH3:26].[OH-].[Na+]. (2) The reactants are: [NH2:1][C:2]1[CH:3]=[C:4]([CH:9]=[CH:10][C:11]=1[O:12][C:13]1[CH:18]=[CH:17][CH:16]=[CH:15][C:14]=1[C:19]([O:21]C)=O)[C:5]([O:7][CH3:8])=[O:6].C[Al](C)C. Given the product [O:21]=[C:19]1[C:14]2[CH:15]=[CH:16][CH:17]=[CH:18][C:13]=2[O:12][C:11]2[CH:10]=[CH:9][C:4]([C:5]([O:7][CH3:8])=[O:6])=[CH:3][C:2]=2[NH:1]1, predict the reactants needed to synthesize it. (3) The reactants are: [Si]([O:8][C@@H:9]1[C:13]2([CH2:15][CH2:14]2)[C:12](=[O:16])[N:11]([C:17]2[CH:24]=[CH:23][C:20]([C:21]#[N:22])=[C:19]([C:25]([F:28])([F:27])[F:26])[CH:18]=2)[C@H:10]1[CH3:29])(C(C)(C)C)(C)C.CO.Cl.C(=O)([O-])O.[Na+]. Given the product [OH:8][C@@H:9]1[C:13]2([CH2:15][CH2:14]2)[C:12](=[O:16])[N:11]([C:17]2[CH:24]=[CH:23][C:20]([C:21]#[N:22])=[C:19]([C:25]([F:28])([F:26])[F:27])[CH:18]=2)[C@H:10]1[CH3:29], predict the reactants needed to synthesize it. (4) The reactants are: C[O:2][C:3](=[O:30])[C:4]([OH:29])=[CH:5][C:6]([C:8]1[C:9](=[O:28])[N:10]([CH2:21][C:22]2[CH:27]=[CH:26][CH:25]=[CH:24][CH:23]=2)[CH:11]=[C:12]([CH2:14][C:15]2[CH:20]=[CH:19][CH:18]=[CH:17][CH:16]=2)[CH:13]=1)=[O:7].[OH-].[Na+].Cl. Given the product [CH2:21]([N:10]1[CH:11]=[C:12]([CH2:14][C:15]2[CH:16]=[CH:17][CH:18]=[CH:19][CH:20]=2)[CH:13]=[C:8]([C:6](=[O:7])[CH:5]=[C:4]([OH:29])[C:3]([OH:30])=[O:2])[C:9]1=[O:28])[C:22]1[CH:23]=[CH:24][CH:25]=[CH:26][CH:27]=1, predict the reactants needed to synthesize it.